Dataset: Reaction yield outcomes from USPTO patents with 853,638 reactions. Task: Predict the reaction yield, written as a fraction of the theoretical maximum amount of product (1.0 means a 100% yield; for example, 0.34 means a 34% yield). (1) The reactants are [C:1]([C:5]1[CH:10]=[C:9]([N:11]2[C:15]([C:16]([O:18]C)=[O:17])=[CH:14][C:13]([C:20]([O:22][CH3:23])=[O:21])=[N:12]2)[CH:8]=[C:7]([C:24]([CH3:27])([CH3:26])[CH3:25])[N:6]=1)([CH3:4])([CH3:3])[CH3:2].[OH-].[Na+]. The catalyst is CO. The product is [C:24]([C:7]1[CH:8]=[C:9]([N:11]2[C:15]([C:16]([OH:18])=[O:17])=[CH:14][C:13]([C:20]([O:22][CH3:23])=[O:21])=[N:12]2)[CH:10]=[C:5]([C:1]([CH3:4])([CH3:3])[CH3:2])[N:6]=1)([CH3:27])([CH3:26])[CH3:25]. The yield is 0.810. (2) The reactants are [OH-].[Na+].[CH3:3][C@@H:4]1[CH2:9][O:8][CH2:7][CH2:6][N:5]1[C:10]1[CH:15]=[C:14]([C:16]2([S:19]([CH3:22])(=[NH:21])=[O:20])[CH2:18][CH2:17]2)[N:13]=[C:12]([C:23]2[CH:28]=[CH:27][N:26]=[C:25]3[N:29](S(C4C=CC(C)=CC=4)(=O)=O)[CH:30]=[CH:31][C:24]=23)[N:11]=1.O.Cl. The catalyst is COCCOC. The product is [CH3:3][C@@H:4]1[CH2:9][O:8][CH2:7][CH2:6][N:5]1[C:10]1[CH:15]=[C:14]([C:16]2([S:19]([CH3:22])(=[NH:21])=[O:20])[CH2:18][CH2:17]2)[N:13]=[C:12]([C:23]2[CH:28]=[CH:27][N:26]=[C:25]3[NH:29][CH:30]=[CH:31][C:24]=23)[N:11]=1. The yield is 0.520. (3) The product is [F:16][C:17]1[CH:22]=[C:21]([F:23])[C:20]([C:24]2[CH:25]=[N:26][CH:27]=[N:28][CH:29]=2)=[CH:19][C:18]=1[C@@:30]([NH:32][S@@:33]([C:35]([CH3:36])([CH3:38])[CH3:37])=[O:34])([CH2:8][C:7]([C:6]1[C:2]([CH3:1])=[N:3][O:4][C:5]=1[CH3:10])=[O:9])[CH3:31]. The reactants are [CH3:1][C:2]1[C:6]([C:7](=[O:9])[CH3:8])=[C:5]([CH3:10])[O:4][N:3]=1.[Li]CCCC.[F:16][C:17]1[CH:22]=[C:21]([F:23])[C:20]([C:24]2[CH:25]=[N:26][CH:27]=[N:28][CH:29]=2)=[CH:19][C:18]=1/[C:30](=[N:32]/[S@@:33]([C:35]([CH3:38])([CH3:37])[CH3:36])=[O:34])/[CH3:31].O. The yield is 0.460. The catalyst is C1COCC1. (4) The reactants are Br[C:2]1[CH:7]=[CH:6][C:5]([N+:8]([O-:10])=[O:9])=[CH:4][C:3]=1[C:11]1[CH:16]=[CH:15][CH:14]=[CH:13][CH:12]=1.[CH3:17][C:18]1([CH3:34])[C:30]2[CH:29]=[C:28](B(O)O)[CH:27]=[CH:26][C:25]=2[C:24]2[C:19]1=[CH:20][CH:21]=[CH:22][CH:23]=2.C([O-])([O-])=O.[Na+].[Na+].CCO. The catalyst is C1C=CC([P]([Pd]([P](C2C=CC=CC=2)(C2C=CC=CC=2)C2C=CC=CC=2)([P](C2C=CC=CC=2)(C2C=CC=CC=2)C2C=CC=CC=2)[P](C2C=CC=CC=2)(C2C=CC=CC=2)C2C=CC=CC=2)(C2C=CC=CC=2)C2C=CC=CC=2)=CC=1.C1(C)C=CC=CC=1. The product is [CH3:17][C:18]1([CH3:34])[C:19]2[CH:20]=[C:21]([C:2]3[CH:7]=[CH:6][C:5]([N+:8]([O-:10])=[O:9])=[CH:4][C:3]=3[C:11]3[CH:16]=[CH:15][CH:14]=[CH:13][CH:12]=3)[CH:22]=[CH:23][C:24]=2[C:25]2[C:30]1=[CH:29][CH:28]=[CH:27][CH:26]=2. The yield is 0.696. (5) The reactants are [C:1]([O:5][C:6]([NH:8][C:9]1[CH:14]=[CH:13][CH:12]=[C:11]([CH3:15])[N:10]=1)=[O:7])([CH3:4])([CH3:3])[CH3:2].[H-].[Na+].[CH3:18]I. The catalyst is CN(C)C=O. The product is [C:1]([O:5][C:6]([N:8]([CH3:18])[C:9]1[CH:14]=[CH:13][CH:12]=[C:11]([CH3:15])[N:10]=1)=[O:7])([CH3:4])([CH3:3])[CH3:2]. The yield is 0.660. (6) No catalyst specified. The yield is 0.500. The reactants are [CH:1]1([OH:4])[CH2:3][CH2:2]1.F[C:6]1[C:11]([I:12])=[CH:10][CH:9]=[CH:8][N:7]=1. The product is [CH:1]1([O:4][C:6]2[C:11]([I:12])=[CH:10][CH:9]=[CH:8][N:7]=2)[CH2:3][CH2:2]1. (7) The reactants are [Br:1][C:2]1[N:7]=[CH:6][C:5]([NH2:8])=[C:4]([NH:9][C:10]2[CH:15]=[CH:14][CH:13]=[CH:12][CH:11]=2)[CH:3]=1.[C:16]([CH2:18][C:19](OCC)=O)#[N:17]. No catalyst specified. The product is [Br:1][C:2]1[N:7]=[CH:6][C:5]2[N:8]=[C:19]([CH2:18][C:16]#[N:17])[N:9]([C:10]3[CH:15]=[CH:14][CH:13]=[CH:12][CH:11]=3)[C:4]=2[CH:3]=1. The yield is 0.350. (8) The catalyst is ClCCl. The reactants are [NH2:1][C:2]1[N:7]=[C:6]([Cl:8])[CH:5]=[C:4]([CH3:9])[N:3]=1.[Br:10]Br. The product is [Br:10][C:5]1[C:6]([Cl:8])=[N:7][C:2]([NH2:1])=[N:3][C:4]=1[CH3:9]. The yield is 0.970.